Predict the product of the given reaction. From a dataset of Forward reaction prediction with 1.9M reactions from USPTO patents (1976-2016). (1) The product is: [OH:1][CH:2]([CH:16]1[CH2:20][CH2:19][S:18][C:17]1=[O:21])[C:3]1[CH:8]=[CH:7][C:6]([CH:9]([CH3:15])[C:10]([OH:12])=[O:11])=[CH:5][CH:4]=1. Given the reactants [OH:1][CH:2]([CH:16]1[CH2:20][CH2:19][S:18][C:17]1=[O:21])[C:3]1[CH:8]=[CH:7][C:6]([CH:9]([CH3:15])[C:10]([O:12]CC)=[O:11])=[CH:5][CH:4]=1.S(=O)(=O)(O)O.O, predict the reaction product. (2) The product is: [OH:19][CH2:20][CH2:21][NH:22][C:2]1[CH:17]=[C:6]2[C:7]3[C:12]([CH2:13][CH2:14][N:5]2[C:4](=[O:18])[N:3]=1)=[CH:11][C:10]([O:15][CH3:16])=[CH:9][CH:8]=3. Given the reactants Cl[C:2]1[CH:17]=[C:6]2[C:7]3[C:12]([CH2:13][CH2:14][N:5]2[C:4](=[O:18])[N:3]=1)=[CH:11][C:10]([O:15][CH3:16])=[CH:9][CH:8]=3.[OH:19][CH2:20][CH2:21][NH2:22], predict the reaction product. (3) Given the reactants [NH2:1][C:2]1[N:7]=[C:6]([C:8]2[S:12][C:11]3[CH:13]=[CH:14][C:15]([CH2:17][C:18]4[CH:19]=[C:20]([CH:23]=[CH:24][CH:25]=4)[C:21]#N)=[CH:16][C:10]=3[C:9]=2[CH3:26])[CH:5]=[CH:4][N:3]=1.[OH-:27].[Na+].C[OH:30], predict the reaction product. The product is: [NH2:1][C:2]1[N:7]=[C:6]([C:8]2[S:12][C:11]3[CH:13]=[CH:14][C:15]([CH2:17][C:18]4[CH:19]=[C:20]([CH:23]=[CH:24][CH:25]=4)[C:21]([OH:30])=[O:27])=[CH:16][C:10]=3[C:9]=2[CH3:26])[CH:5]=[CH:4][N:3]=1.